From a dataset of Forward reaction prediction with 1.9M reactions from USPTO patents (1976-2016). Predict the product of the given reaction. (1) Given the reactants [F:1][C:2]([F:24])([F:23])[C:3]1[N:7]2[CH:8]=[C:9]([C:12]3[CH:17]=[CH:16][C:15]([NH:18][S:19]([CH3:22])(=[O:21])=[O:20])=[CH:14][CH:13]=3)[CH:10]=[CH:11][C:6]2=[N:5][N:4]=1.[C:25](=O)([O-])[O-].[K+].[K+].CI, predict the reaction product. The product is: [CH3:25][N:18]([C:15]1[CH:14]=[CH:13][C:12]([C:9]2[CH:10]=[CH:11][C:6]3[N:7]([C:3]([C:2]([F:23])([F:1])[F:24])=[N:4][N:5]=3)[CH:8]=2)=[CH:17][CH:16]=1)[S:19]([CH3:22])(=[O:21])=[O:20]. (2) Given the reactants [O:1]1[CH2:6][CH2:5][CH:4]([O:7][C:8]2[CH:13]=[CH:12][N:11]3[CH:14]=[CH:15][N:16]=[C:10]3[CH:9]=2)[CH2:3][CH2:2]1.Cl[C:18]1[CH:27]=[CH:26][C:25]2[C:20](=[C:21]([O:28][C@@H:29]3[CH2:34][CH2:33][N:32]([C:35]([O:37][CH2:38][C:39]4[CH:44]=[CH:43][CH:42]=[CH:41][CH:40]=4)=[O:36])[CH2:31][C@H:30]3[F:45])[CH:22]=[CH:23][CH:24]=2)[N:19]=1, predict the reaction product. The product is: [F:45][C@H:30]1[C@H:29]([O:28][C:21]2[CH:22]=[CH:23][CH:24]=[C:25]3[C:20]=2[N:19]=[C:18]([C:14]2[N:11]4[CH:12]=[CH:13][C:8]([O:7][CH:4]5[CH2:3][CH2:2][O:1][CH2:6][CH2:5]5)=[CH:9][C:10]4=[N:16][CH:15]=2)[CH:27]=[CH:26]3)[CH2:34][CH2:33][N:32]([C:35]([O:37][CH2:38][C:39]2[CH:44]=[CH:43][CH:42]=[CH:41][CH:40]=2)=[O:36])[CH2:31]1. (3) Given the reactants Br[C:2]1[C:6]2[CH:7]=[N:8][C:9]([NH2:23])=[C:10]([O:11][C@@H:12]([C:14]3[C:19]([Cl:20])=[CH:18][CH:17]=[C:16]([F:21])[C:15]=3[Cl:22])[CH3:13])[C:5]=2[O:4][CH:3]=1.[CH:24]([C:26]1[S:30][C:29](B(O)O)=[CH:28][CH:27]=1)=[O:25].C(=O)([O-])[O-].[K+].[K+].O1CCOCC1, predict the reaction product. The product is: [NH2:23][C:9]1[N:8]=[CH:7][C:6]2[C:2]([C:29]3[S:30][C:26]([CH:24]=[O:25])=[CH:27][CH:28]=3)=[CH:3][O:4][C:5]=2[C:10]=1[O:11][C@@H:12]([C:14]1[C:19]([Cl:20])=[CH:18][CH:17]=[C:16]([F:21])[C:15]=1[Cl:22])[CH3:13]. (4) The product is: [C:11]1([C:10]2[C:3]3[C:2]([C:27]4([CH2:30][OH:31])[CH2:28][CH2:29][NH:24][CH2:25][CH2:26]4)=[N:7][CH:6]=[N:5][C:4]=3[S:8][CH:9]=2)[CH:16]=[CH:15][CH:14]=[CH:13][CH:12]=1. Given the reactants Cl[C:2]1[C:3]2[C:10]([C:11]3[CH:16]=[CH:15][CH:14]=[CH:13][CH:12]=3)=[CH:9][S:8][C:4]=2[N:5]=[CH:6][N:7]=1.C(N(CC)CC)C.[NH:24]1[CH2:29][CH2:28][CH:27]([CH2:30][OH:31])[CH2:26][CH2:25]1, predict the reaction product. (5) Given the reactants C(OC(=O)[C:5]([CH2:11][C:12]1([C:15]2[CH:20]=[C:19]([F:21])[CH:18]=[CH:17][C:16]=2[O:22][CH3:23])[CH2:14][CH2:13]1)([OH:10])[C:6]([F:9])([F:8])[F:7])C.[H-].[Al+3].[Li+].[H-].[H-].[H-], predict the reaction product. The product is: [F:9][C:6]([F:7])([F:8])[C:5](=[O:10])[CH2:11][C:12]1([C:15]2[CH:20]=[C:19]([F:21])[CH:18]=[CH:17][C:16]=2[O:22][CH3:23])[CH2:13][CH2:14]1. (6) Given the reactants [Br:1][C:2]1[CH:3]=[CH:4][C:5]([Cl:11])=[C:6]([CH:10]=1)[C:7]([OH:9])=O.[CH2:12]([O:14][C:15](=[O:24])[CH2:16][C:17]1[CH:22]=[CH:21][CH:20]=[C:19]([NH2:23])[CH:18]=1)[CH3:13], predict the reaction product. The product is: [CH2:12]([O:14][C:15](=[O:24])[CH2:16][C:17]1[CH:22]=[CH:21][CH:20]=[C:19]([NH:23][C:7](=[O:9])[C:6]2[CH:10]=[C:2]([Br:1])[CH:3]=[CH:4][C:5]=2[Cl:11])[CH:18]=1)[CH3:13]. (7) Given the reactants C(N(CC)CC)C.[CH3:8][N:9]1[C:17]2[C:12](=[CH:13][CH:14]=[CH:15][CH:16]=2)[C:11]([CH:18]=[O:19])=[N:10]1.[CH3:20][O:21][C:22]1[CH:23]=[C:24]([CH:35]=[CH:36][CH:37]=1)[N:25]=[CH:26][C:27]1[CH:32]=[N:31][C:30]([O:33][CH3:34])=[CH:29][N:28]=1, predict the reaction product. The product is: [CH3:20][O:21][C:22]1[CH:23]=[C:24]([NH:25][CH:26]([C:27]2[CH:32]=[N:31][C:30]([O:33][CH3:34])=[CH:29][N:28]=2)[C:18]([C:11]2[C:12]3[C:17](=[CH:16][CH:15]=[CH:14][CH:13]=3)[N:9]([CH3:8])[N:10]=2)=[O:19])[CH:35]=[CH:36][CH:37]=1. (8) Given the reactants [F:1][C:2]1[CH:9]=[C:8]([O:10][CH3:11])[CH:7]=[CH:6][C:3]=1[CH:4]=[O:5].S(=O)(=O)(O)O.[N+:17]([O-])([OH:19])=[O:18], predict the reaction product. The product is: [F:1][C:2]1[CH:9]=[C:8]([O:10][CH3:11])[C:7]([N+:17]([O-:19])=[O:18])=[CH:6][C:3]=1[CH:4]=[O:5]. (9) Given the reactants Br[C:2]1[CH:9]=[CH:8][C:5]([C:6]#[N:7])=[C:4]([F:10])[CH:3]=1.C(=O)([O-])[O-].[Cs+].[Cs+].CC1(C)C2C=CC=C(P(C3C=CC=CC=3)C3C=CC=CC=3)C=2OC2C1=CC=CC=2P(C1C=CC=CC=1)C1C=CC=CC=1.[CH2:59]([O:66][C:67]1[CH:68]=[C:69]([C:73]2[C:85]3[C:84]4[C:79](=[CH:80][CH:81]=[CH:82][CH:83]=4)[NH:78][C:77]=3[CH:76]=[CH:75][CH:74]=2)[CH:70]=[N:71][CH:72]=1)[C:60]1[CH:65]=[CH:64][CH:63]=[CH:62][CH:61]=1, predict the reaction product. The product is: [CH2:59]([O:66][C:67]1[CH:68]=[C:69]([C:73]2[C:85]3[C:84]4[C:79](=[CH:80][CH:81]=[CH:82][CH:83]=4)[N:78]([C:2]4[CH:9]=[CH:8][C:5]([C:6]#[N:7])=[C:4]([F:10])[CH:3]=4)[C:77]=3[CH:76]=[CH:75][CH:74]=2)[CH:70]=[N:71][CH:72]=1)[C:60]1[CH:65]=[CH:64][CH:63]=[CH:62][CH:61]=1.